From a dataset of CYP2C19 inhibition data for predicting drug metabolism from PubChem BioAssay. Regression/Classification. Given a drug SMILES string, predict its absorption, distribution, metabolism, or excretion properties. Task type varies by dataset: regression for continuous measurements (e.g., permeability, clearance, half-life) or binary classification for categorical outcomes (e.g., BBB penetration, CYP inhibition). Dataset: cyp2c19_veith. (1) The drug is c1ccc(CCc2cccnc2)nc1. The result is 0 (non-inhibitor). (2) The molecule is COc1ccc(CNc2nc(-c3ccc4c(c3)OCO4)nc3ccccc23)c(OC)c1. The result is 1 (inhibitor). (3) The drug is CC(=O)SC[C@@H](Cc1ccccc1)C(=O)NCC(=O)OCc1ccccc1. The result is 1 (inhibitor). (4) The drug is CC(C)CN1CC2(CCN(C(=O)c3ccco3)CC2)C1. The result is 1 (inhibitor). (5) The compound is CC1(C)N=C(N)N=C(N)N1CCCCc1ccccc1. The result is 0 (non-inhibitor). (6) The molecule is COCCn1c(=O)c(-c2cn(C)c3ccccc23)nc2cnc(Oc3cccc(Cl)c3)nc21. The result is 0 (non-inhibitor). (7) The drug is COc1ccc(CCN2C(=NC(=O)CCC(=O)O)SC3CS(=O)(=O)CC32)cc1. The result is 1 (inhibitor).